The task is: Regression. Given a peptide amino acid sequence and an MHC pseudo amino acid sequence, predict their binding affinity value. This is MHC class II binding data.. This data is from Peptide-MHC class II binding affinity with 134,281 pairs from IEDB. (1) The peptide sequence is GCIHMARSLANEWRD. The MHC is HLA-DPA10103-DPB10401 with pseudo-sequence HLA-DPA10103-DPB10401. The binding affinity (normalized) is 0.0761. (2) The peptide sequence is ALAQSRYWRAGSMYQGL. The MHC is DRB1_1501 with pseudo-sequence DRB1_1501. The binding affinity (normalized) is 0. (3) The peptide sequence is YDKFLAFVSTVLTGK. The MHC is DRB1_0101 with pseudo-sequence DRB1_0101. The binding affinity (normalized) is 0.846. (4) The peptide sequence is QAYAATVAAAPQVKY. The MHC is HLA-DQA10104-DQB10503 with pseudo-sequence HLA-DQA10104-DQB10503. The binding affinity (normalized) is 0.175. (5) The peptide sequence is VKREACPGTSVIIDG. The MHC is DRB4_0103 with pseudo-sequence DRB4_0103. The binding affinity (normalized) is 0.396.